From a dataset of Full USPTO retrosynthesis dataset with 1.9M reactions from patents (1976-2016). Predict the reactants needed to synthesize the given product. (1) Given the product [Si:6]([O:19][C@H:20]1[CH2:24][CH2:23][NH:22][C:21]1=[O:25])([C:9]([CH3:12])([CH3:11])[CH3:10])([CH3:8])[CH3:7], predict the reactants needed to synthesize it. The reactants are: N1C=CN=C1.[Si:6](Cl)([C:9]([CH3:12])([CH3:11])[CH3:10])([CH3:8])[CH3:7].CN(C)C=O.[OH:19][C@H:20]1[CH2:24][CH2:23][NH:22][C:21]1=[O:25]. (2) Given the product [F:39][C:40]1[C:72]([F:73])=[C:71]([O:74][CH3:75])[CH:70]=[CH:69][C:41]=1[CH2:42][N:43]1[C:48]2[CH:49]=[C:50]([C:52]3[CH:57]=[CH:56][C:55]([F:58])=[CH:54][C:53]=3[O:59][CH3:60])[S:51][C:47]=2[C:46](=[O:61])[N:45]([CH:62]2[CH2:63][CH2:64][N:65]([C:29]([C:28]3[CH:32]=[CH:33][C:25]([C:19]4[C:20]5[CH:21]=[C:22]([O:23][CH3:24])[C:13]([O:12][CH2:10][CH3:11])=[CH:14][C:15]=5[C@H:16]5[CH2:37][S:36][CH2:35][CH2:34][C@H:17]5[N:18]=4)=[CH:26][CH:27]=3)=[O:30])[CH2:66][CH2:67]2)[C:44]1=[O:68], predict the reactants needed to synthesize it. The reactants are: CCN(C(C)C)C(C)C.[CH2:10]([O:12][C:13]1[C:22]([O:23][CH3:24])=[CH:21][C:20]2[C:19]([C:25]3[CH:33]=[CH:32][C:28]([C:29](O)=[O:30])=[CH:27][CH:26]=3)=[N:18][C@@H:17]3[CH2:34][CH2:35][S:36][CH2:37][C@@H:16]3[C:15]=2[CH:14]=1)[CH3:11].Cl.[F:39][C:40]1[C:72]([F:73])=[C:71]([O:74][CH3:75])[CH:70]=[CH:69][C:41]=1[CH2:42][N:43]1[C:48]2[CH:49]=[C:50]([C:52]3[CH:57]=[CH:56][C:55]([F:58])=[CH:54][C:53]=3[O:59][CH3:60])[S:51][C:47]=2[C:46](=[O:61])[N:45]([CH:62]2[CH2:67][CH2:66][NH:65][CH2:64][CH2:63]2)[C:44]1=[O:68].CN(C(ON1N=NC2C=CC=CC1=2)=[N+](C)C)C.F[P-](F)(F)(F)(F)F.C(=O)(O)[O-].[Na+]. (3) Given the product [CH3:1][O:2][C:3](=[O:34])[C@@H:4]([NH:15][C:16]([NH:18][C:19]1[CH:24]=[CH:23][CH:22]=[CH:21][C:20]=1[S:25]([C:28]1[CH:33]=[CH:32][CH:31]=[CH:30][CH:29]=1)(=[O:26])=[O:27])=[O:17])[CH2:5][C:6]1[CH:11]=[CH:10][C:9]([NH2:12])=[CH:8][CH:7]=1, predict the reactants needed to synthesize it. The reactants are: [CH3:1][O:2][C:3](=[O:34])[C@@H:4]([NH:15][C:16]([NH:18][C:19]1[CH:24]=[CH:23][CH:22]=[CH:21][C:20]=1[S:25]([C:28]1[CH:33]=[CH:32][CH:31]=[CH:30][CH:29]=1)(=[O:27])=[O:26])=[O:17])[CH2:5][C:6]1[CH:11]=[CH:10][C:9]([N+:12]([O-])=O)=[CH:8][CH:7]=1. (4) Given the product [Cl:1][C:2]1[CH:3]=[C:4]([CH:7]=[C:8]([O:10][C:11]2[C:16](=[O:17])[NH:15][CH:14]=[N:13][C:12]=2[C:27]([F:28])([F:29])[F:30])[CH:9]=1)[C:5]#[N:6], predict the reactants needed to synthesize it. The reactants are: [Cl:1][C:2]1[CH:3]=[C:4]([CH:7]=[C:8]([O:10][C:11]2[C:16](=[O:17])[N:15](CC3C=CC(OC)=CC=3)[CH:14]=[N:13][C:12]=2[C:27]([F:30])([F:29])[F:28])[CH:9]=1)[C:5]#[N:6]. (5) Given the product [CH3:1][C:2]1[N:7]=[C:6]([NH:8][S:19]([C:10]2[CH:11]=[CH:12][C:13]3[C:18](=[CH:17][CH:16]=[CH:15][CH:14]=3)[CH:9]=2)(=[O:21])=[O:20])[CH:5]=[CH:4][CH:3]=1, predict the reactants needed to synthesize it. The reactants are: [CH3:1][C:2]1[N:7]=[C:6]([NH2:8])[CH:5]=[CH:4][CH:3]=1.[CH:9]1[C:18]2[C:13](=[CH:14][CH:15]=[CH:16][CH:17]=2)[CH:12]=[CH:11][C:10]=1[S:19](Cl)(=[O:21])=[O:20]. (6) Given the product [C:30]12([C:40]([O:42][CH2:43][Cl:44])=[O:41])[CH2:39][CH:34]3[CH2:33][CH:32]([CH2:38][CH:36]([CH2:35]3)[CH2:37]1)[CH2:31]2.[C:11]12([C:43]([Cl:44])=[O:42])[CH2:10][CH:4]3[CH2:3][CH:2]([CH2:14][CH:15]([CH2:16]3)[CH2:45]1)[CH2:1]2, predict the reactants needed to synthesize it. The reactants are: [CH2:1]1[CH2:11][CH2:10]N2[C:4](=NCCC2)[CH2:3][CH2:2]1.C1N=[C:16](N)[C:15]2N=CN(CCOCP(O)(O)=O)[C:14]=2N=1.[C:30]12([C:40]([O:42][CH2:43][Cl:44])=[O:41])[CH2:39][CH:34]3[CH2:35][CH:36]([CH2:38][CH:32]([CH2:33]3)[CH2:31]1)[CH2:37]2.[CH3:45]N(C=O)C. (7) Given the product [O:29]=[C:25]1[CH2:24][CH2:23][CH2:22][C:21]2[C:20]([CH2:30][S:31]([C:34]3[CH:39]=[CH:38][CH:37]=[CH:36][N:35]=3)(=[O:33])=[O:32])=[C:19]([O:1][CH2:2][CH2:3][C:4]3[N:8]([CH2:9][C:10]4[CH:17]=[CH:16][C:13]([C:14]#[N:15])=[CH:12][CH:11]=4)[CH:7]=[N:6][CH:5]=3)[CH:28]=[CH:27][C:26]1=2, predict the reactants needed to synthesize it. The reactants are: [OH:1][CH2:2][CH2:3][C:4]1[N:8]([CH2:9][C:10]2[CH:17]=[CH:16][C:13]([C:14]#[N:15])=[CH:12][CH:11]=2)[CH:7]=[N:6][CH:5]=1.O[C:19]1[C:20]([CH2:30][S:31]([C:34]2[CH:39]=[CH:38][CH:37]=[CH:36][N:35]=2)(=[O:33])=[O:32])=[C:21]2[C:26](=[CH:27][CH:28]=1)[C:25](=[O:29])[CH2:24][CH2:23][CH2:22]2.C1(P(C2C=CC=CC=2)C2C=CC=CC=2)C=CC=CC=1.N(C(OC(C)C)=O)=NC(OC(C)C)=O. (8) Given the product [F:28][C:2]([F:1])([F:27])[C@@:3]([CH2:17][S:18][C:20]1[CH:21]=[CH:22][C:23]([CH3:26])=[CH:24][CH:25]=1)([OH:16])[CH2:4][C:5]([C:8]1[CH:13]=[C:12]([F:14])[CH:11]=[CH:10][C:9]=1[CH3:15])([CH3:6])[CH3:7], predict the reactants needed to synthesize it. The reactants are: [F:1][C:2]([F:28])([F:27])[C@@:3]([CH2:17][S@:18]([C:20]1[CH:25]=[CH:24][C:23]([CH3:26])=[CH:22][CH:21]=1)=O)([OH:16])[CH2:4][C:5]([C:8]1[CH:13]=[C:12]([F:14])[CH:11]=[CH:10][C:9]=1[CH3:15])([CH3:7])[CH3:6].[I-].[Na+].FC(F)(F)C(OC(=O)C(F)(F)F)=O. (9) The reactants are: [N:1]1([C:7]2[C:8]3[N:9]([CH:18]=[N:19][CH:20]=3)[C:10]([C:13]3[S:14][CH:15]=[CH:16][CH:17]=3)=[CH:11][N:12]=2)[CH2:6][CH2:5][NH:4][CH2:3][CH2:2]1.O1C=CC(C2N3C=NN=C3C(N3CCNCC3)=NC=2)=[CH:22]1. Given the product [CH3:22][N:4]1[CH2:5][CH2:6][N:1]([C:7]2[C:8]3[N:9]([CH:18]=[N:19][CH:20]=3)[C:10]([C:13]3[S:14][CH:15]=[CH:16][CH:17]=3)=[CH:11][N:12]=2)[CH2:2][CH2:3]1, predict the reactants needed to synthesize it.